The task is: Predict the product of the given reaction.. This data is from Forward reaction prediction with 1.9M reactions from USPTO patents (1976-2016). The product is: [CH3:8][C:7]1([CH3:11])[CH2:9][O:10][P:1]([Cl:4])[O:5][CH2:6]1. Given the reactants [P:1]([Cl:4])(Cl)Cl.[OH:5][CH2:6][C:7]([CH3:11])([CH2:9][OH:10])[CH3:8], predict the reaction product.